This data is from Full USPTO retrosynthesis dataset with 1.9M reactions from patents (1976-2016). The task is: Predict the reactants needed to synthesize the given product. (1) Given the product [NH:40]1[C:41]2[CH:46]=[CH:45][CH:44]=[CH:43][C:42]=2[N:47]=[C:12]1[CH:11]([NH:15][C:16](=[O:17])[O:18][C:19]([CH3:22])([CH3:21])[CH3:20])[CH2:10][C:7]1[CH:8]=[CH:9][C:4]([Br:3])=[C:5]([F:23])[CH:6]=1, predict the reactants needed to synthesize it. The reactants are: N#N.[Br:3][C:4]1[CH:9]=[CH:8][C:7]([CH2:10][CH:11]([NH:15][C:16]([O:18][C:19]([CH3:22])([CH3:21])[CH3:20])=[O:17])[C:12](O)=O)=[CH:6][C:5]=1[F:23].C(N1CCOCC1)C.CN(C(O[N:40]1N=[N:47][C:42]2[CH:43]=[CH:44][CH:45]=[CH:46][C:41]1=2)=[N+](C)C)C.[B-](F)(F)(F)F.C1(N)C(N)=CC=CC=1. (2) Given the product [CH3:17][N:18]([CH3:19])[C:7]1[S:8][C:9]([C:10]2[CH:15]=[CH:14][CH:13]=[CH:12][CH:11]=2)=[C:5]([C:3]([OH:2])=[O:4])[N:6]=1, predict the reactants needed to synthesize it. The reactants are: C[O:2][C:3]([C:5]1[N:6]=[C:7](Br)[S:8][C:9]=1[C:10]1[CH:15]=[CH:14][CH:13]=[CH:12][CH:11]=1)=[O:4].[CH3:17][NH:18][CH3:19]. (3) Given the product [CH2:38]([Si:27]1([CH2:28][CH2:29][CH2:30][CH2:31][CH2:32][CH2:33][CH2:34][CH2:35][CH2:36][CH3:37])[C:2]2[CH:6]=[CH:5][S:4][C:3]=2[C:11]2[S:12][CH:13]=[CH:14][C:15]1=2)[CH2:39][CH2:40][CH2:41][CH2:42][CH2:43][CH2:44][CH2:45][CH2:46][CH3:47], predict the reactants needed to synthesize it. The reactants are: Br[C:2]1[CH:6]=[C:5]([Si](C)(C)C)[S:4][C:3]=1[C:11]1[S:12][C:13]([Si](C)(C)C)=[CH:14][C:15]=1Br.C([Li])CCC.Cl[Si:27](Cl)([CH2:38][CH2:39][CH2:40][CH2:41][CH2:42][CH2:43][CH2:44][CH2:45][CH2:46][CH3:47])[CH2:28][CH2:29][CH2:30][CH2:31][CH2:32][CH2:33][CH2:34][CH2:35][CH2:36][CH3:37].O. (4) Given the product [NH2:1][CH:4]1[CH2:9][CH2:8][N:7]([C:10]([O:12][CH2:13][CH3:14])=[O:11])[CH2:6][CH:5]1[O:15][CH2:16][C:17]([O:19][C:20]([CH3:21])([CH3:23])[CH3:22])=[O:18], predict the reactants needed to synthesize it. The reactants are: [N:1]([CH:4]1[CH2:9][CH2:8][N:7]([C:10]([O:12][CH2:13][CH3:14])=[O:11])[CH2:6][CH:5]1[O:15][CH2:16][C:17]([O:19][C:20]([CH3:23])([CH3:22])[CH3:21])=[O:18])=[N+]=[N-].O.C1C=CC(P(C2C=CC=CC=2)C2C=CC=CC=2)=CC=1. (5) Given the product [OH:16][CH:11]1[CH2:12][CH2:13][CH2:14][CH2:15][CH:10]1[NH:9][C:1]1[CH2:6][CH2:5][CH2:4][C:3](=[O:7])[CH:2]=1, predict the reactants needed to synthesize it. The reactants are: [C:1]1(=O)[CH2:6][CH2:5][CH2:4][C:3](=[O:7])[CH2:2]1.[NH2:9][CH:10]1[CH2:15][CH2:14][CH2:13][CH2:12][CH:11]1[OH:16]. (6) Given the product [Cl:77][C:73]1[CH:72]=[C:71]([C@@H:67]([C@H:61]2[N:60]([C:58]([O:57][C:53]([CH3:56])([CH3:55])[CH3:54])=[O:59])[C:64]([CH3:66])([CH3:65])[CH2:63][CH2:62]2)[C:68]([N:16]2[CH2:15][CH2:14][N:13]([C:11]3[C:12]4[C@H:4]([CH3:3])[CH2:5][C@@H:6]([OH:19])[C:7]=4[N:8]=[CH:9][N:10]=3)[CH2:18][CH2:17]2)=[O:69])[CH:76]=[CH:75][CH:74]=1, predict the reactants needed to synthesize it. The reactants are: Cl.Cl.[CH3:3][C@H:4]1[C:12]2[C:11]([N:13]3[CH2:18][CH2:17][NH:16][CH2:15][CH2:14]3)=[N:10][CH:9]=[N:8][C:7]=2[C@H:6]([OH:19])[CH2:5]1.CN(C(ON1N=NC2C=CC=NC1=2)=[N+](C)C)C.F[P-](F)(F)(F)(F)F.CCN(C(C)C)C(C)C.[C:53]([O:57][C:58]([N:60]1[C:64]([CH3:66])([CH3:65])[CH2:63][CH2:62][C@H:61]1[C@H:67]([C:71]1[CH:76]=[CH:75][CH:74]=[C:73]([Cl:77])[CH:72]=1)[C:68](O)=[O:69])=[O:59])([CH3:56])([CH3:55])[CH3:54]. (7) The reactants are: [Si:1]([O:8][CH2:9][C@@H:10]([N:13]([CH2:21][C:22](=[O:26])[CH:23]=CC)[C:14](=[O:20])[O:15][C:16]([CH3:19])([CH3:18])[CH3:17])[CH:11]=C)([C:4]([CH3:7])([CH3:6])[CH3:5])([CH3:3])[CH3:2]. Given the product [Si:1]([O:8][CH2:9][C@@H:10]1[CH:11]=[CH:23][C:22](=[O:26])[CH2:21][N:13]1[C:14]([O:15][C:16]([CH3:17])([CH3:18])[CH3:19])=[O:20])([C:4]([CH3:6])([CH3:5])[CH3:7])([CH3:3])[CH3:2], predict the reactants needed to synthesize it. (8) Given the product [CH3:29][N:30]1[C:34]([CH:35]2[O:7][C:4]3([CH2:6][CH2:5]3)[CH2:3][CH:2]([CH3:8])[O:1]2)=[C:33]([N+:37]([O-:39])=[O:38])[CH:32]=[N:31]1, predict the reactants needed to synthesize it. The reactants are: [OH:1][CH:2]([CH3:8])[CH2:3][C:4]1([OH:7])[CH2:6][CH2:5]1.N1C(C)=CC=CC=1C.FC(F)(F)S(O[Si](C)(C)C)(=O)=O.[CH3:29][N:30]1[C:34]([CH:35]=O)=[C:33]([N+:37]([O-:39])=[O:38])[CH:32]=[N:31]1.C(=O)([O-])[O-].[Na+].[Na+].C([O-])(O)=O.[Na+].